Dataset: Forward reaction prediction with 1.9M reactions from USPTO patents (1976-2016). Task: Predict the product of the given reaction. (1) Given the reactants [Cl:1][C:2]1[C:6](N)=[CH:5][N:4]([C:8]2[CH:9]=[N:10][CH:11]=[C:12]([F:14])[CH:13]=2)[N:3]=1.[B:15]1([B:15]2[O:19][C:18]([CH3:21])([CH3:20])[C:17]([CH3:23])([CH3:22])[O:16]2)[O:19][C:18]([CH3:21])([CH3:20])[C:17]([CH3:23])([CH3:22])[O:16]1.C(OOC(=O)C1C=CC=CC=1)(=O)C1C=CC=CC=1.N(OC(C)(C)C)=O, predict the reaction product. The product is: [Cl:1][C:2]1[C:6]([B:15]2[O:19][C:18]([CH3:21])([CH3:20])[C:17]([CH3:23])([CH3:22])[O:16]2)=[CH:5][N:4]([C:8]2[CH:9]=[N:10][CH:11]=[C:12]([F:14])[CH:13]=2)[N:3]=1. (2) Given the reactants Cl[C:2]1[CH:7]=[C:6]([O:8][C:9]2[C:10]([CH3:18])=[N:11][C:12]([N+:15]([O-:17])=[O:16])=[CH:13][CH:14]=2)[CH:5]=[CH:4][N:3]=1.[CH3:19][N:20]1[CH2:25][CH2:24][N:23]([C:26]2[CH:31]=[CH:30][C:29](B3OC(C)(C)C(C)(C)O3)=[CH:28][CH:27]=2)[CH2:22][CH2:21]1.C([O-])([O-])=O.[K+].[K+], predict the reaction product. The product is: [CH3:19][N:20]1[CH2:25][CH2:24][N:23]([C:26]2[CH:27]=[CH:28][C:29]([C:2]3[CH:7]=[C:6]([O:8][C:9]4[C:10]([CH3:18])=[N:11][C:12]([N+:15]([O-:17])=[O:16])=[CH:13][CH:14]=4)[CH:5]=[CH:4][N:3]=3)=[CH:30][CH:31]=2)[CH2:22][CH2:21]1. (3) Given the reactants [Br:1][C:2]1[CH:3]=[CH:4][C:5]2[O:14][CH2:13][CH2:12][N:11]3[C:7](=[N:8][C:9](I)=[CH:10]3)[C:6]=2[CH:16]=1.CC1(C)C(C)(C)OB([C:25]2[C:26]([C:30]([F:33])([F:32])[F:31])=[N:27][NH:28][CH:29]=2)O1.C(Cl)Cl.C([O-])([O-])=O.[Cs+].[Cs+], predict the reaction product. The product is: [Br:1][C:2]1[CH:3]=[CH:4][C:5]2[O:14][CH2:13][CH2:12][N:11]3[C:7](=[N:8][C:9]([C:25]4[C:26]([C:30]([F:33])([F:32])[F:31])=[N:27][NH:28][CH:29]=4)=[CH:10]3)[C:6]=2[CH:16]=1. (4) Given the reactants [CH2:1]([O:3][C:4]1[CH:5]=[C:6]([O:16][C:17]2[CH:18]=[N:19][C:20]([S:23]([CH3:26])(=[O:25])=[O:24])=[CH:21][CH:22]=2)[CH:7]=[C:8]2[C:12]=1[NH:11][C:10]([C:13]([NH2:15])=O)=[CH:9]2)[CH3:2].COC1C=CC(P2(SP(C3C=CC(OC)=CC=3)(=S)S2)=[S:36])=CC=1, predict the reaction product. The product is: [CH2:1]([O:3][C:4]1[CH:5]=[C:6]([O:16][C:17]2[CH:18]=[N:19][C:20]([S:23]([CH3:26])(=[O:25])=[O:24])=[CH:21][CH:22]=2)[CH:7]=[C:8]2[C:12]=1[NH:11][C:10]([C:13](=[S:36])[NH2:15])=[CH:9]2)[CH3:2]. (5) Given the reactants [CH:1]1(/[C:5](/[C:28]2[CH:33]=[CH:32][CH:31]=[CH:30][CH:29]=2)=[C:6](/[C:17]2[CH:22]=[CH:21][C:20](/[CH:23]=[CH:24]/[C:25]([OH:27])=O)=[CH:19][CH:18]=2)\[C:7]2[CH:8]=[C:9]3[C:13](=[CH:14][CH:15]=2)[NH:12][N:11]=[C:10]3[F:16])[CH2:4][CH2:3][CH2:2]1.[CH:34]([NH:36][NH2:37])=O.C(N(CC)CC)C.CCCP(=O)=O, predict the reaction product. The product is: [CH:1]1(/[C:5](/[C:28]2[CH:29]=[CH:30][CH:31]=[CH:32][CH:33]=2)=[C:6](/[C:17]2[CH:22]=[CH:21][C:20](/[CH:23]=[CH:24]/[C:25]3[O:27][CH:34]=[N:36][N:37]=3)=[CH:19][CH:18]=2)\[C:7]2[CH:8]=[C:9]3[C:13](=[CH:14][CH:15]=2)[NH:12][N:11]=[C:10]3[F:16])[CH2:4][CH2:3][CH2:2]1. (6) The product is: [ClH:28].[ClH:28].[F:23][C:24]1[CH:32]=[CH:31][CH:30]=[C:29]([F:33])[C:25]=1[C:26]([NH:16][C:12]1[CH:13]=[CH:14][CH:15]=[C:10]([N:8]([CH3:9])[CH:5]2[CH2:4][CH2:3][N:2]([CH3:1])[CH2:7][CH2:6]2)[CH:11]=1)=[O:27]. Given the reactants [CH3:1][N:2]1[CH2:7][CH2:6][CH:5]([N:8]([C:10]2[CH:15]=[CH:14][CH:13]=[C:12]([NH2:16])[CH:11]=2)[CH3:9])[CH2:4][CH2:3]1.N1C=CC=CC=1.[F:23][C:24]1[CH:32]=[CH:31][CH:30]=[C:29]([F:33])[C:25]=1[C:26]([Cl:28])=[O:27], predict the reaction product. (7) Given the reactants C(N(CC)CC)C.[CH3:8][O:9][CH:10]([O:19][CH3:20])[CH2:11][NH:12][CH:13]1[CH2:18][CH2:17][CH2:16][CH2:15][CH2:14]1.[C:21](Cl)(=[O:24])[CH:22]=[CH2:23], predict the reaction product. The product is: [CH:13]1([N:12]([CH2:11][CH:10]([O:19][CH3:20])[O:9][CH3:8])[C:21](=[O:24])[CH:22]=[CH2:23])[CH2:18][CH2:17][CH2:16][CH2:15][CH2:14]1.